From a dataset of Hepatocyte clearance measurements from AstraZeneca. Regression/Classification. Given a drug SMILES string, predict its absorption, distribution, metabolism, or excretion properties. Task type varies by dataset: regression for continuous measurements (e.g., permeability, clearance, half-life) or binary classification for categorical outcomes (e.g., BBB penetration, CYP inhibition). For this dataset (clearance_hepatocyte_az), we predict log10(clearance) (log10 of the in vitro intrinsic clearance, CLint, in uL/min per 10^6 hepatocytes; values are censored to the assay range of 3 to 150, which is 0.477 to 2.18 on this log10 scale). (1) The molecule is NC(=O)NC(=O)C(Nc1ccc2c(c1)CCC2)c1ccccc1. The log10(clearance) is 1.14. (2) The drug is CN1CCC(Oc2cccc3ncnc(Nc4ccc(OCc5ccccn5)c(Cl)c4)c23)CC1. The log10(clearance) is 1.04. (3) The molecule is Oc1ncnc2c1c(-c1ccccc1)cn2-c1ccc(Br)cc1. The log10(clearance) is 1.72. (4) The compound is Cc1c(C)c2c(c(C)c1O)CCC(C)(COc1ccc(CC3SC(=O)NC3=O)cc1)O2. The log10(clearance) is 1.45.